Dataset: Full USPTO retrosynthesis dataset with 1.9M reactions from patents (1976-2016). Task: Predict the reactants needed to synthesize the given product. Given the product [F:1][C:2]1[CH:7]=[CH:6][C:5]([C:8]2([OH:21])[CH2:9][CH2:10][NH:11][CH2:12][CH2:13]2)=[CH:4][C:3]=1[C:22]([F:25])([F:23])[F:24], predict the reactants needed to synthesize it. The reactants are: [F:1][C:2]1[CH:7]=[CH:6][C:5]([C:8]2([OH:21])[CH2:13][CH2:12][N:11](C(OC(C)(C)C)=O)[CH2:10][CH2:9]2)=[CH:4][C:3]=1[C:22]([F:25])([F:24])[F:23].FC(F)(F)C(O)=O.[OH-].[Na+].